This data is from Reaction yield outcomes from USPTO patents with 853,638 reactions. The task is: Predict the reaction yield, written as a fraction of the theoretical maximum amount of product (1.0 means a 100% yield; for example, 0.34 means a 34% yield). The catalyst is O1CCOCC1. The product is [CH:10]1[CH:11]=[C:2]([Cl:1])[C:3]2[C:4]([NH:5]/[C:6](/[NH:7][C:8]=2[CH:9]=1)=[C:12](\[C:26]([C:25]1[CH:29]=[CH:30][C:31]([Cl:33])=[CH:32][C:24]=1[Cl:23])=[O:27])/[C:13]#[N:14])=[O:15]. The yield is 0.270. The reactants are [Cl:1][C:2]1[CH:11]=[CH:10][CH:9]=[C:8]2[C:3]=1[C:4](=[O:15])[N:5]=[C:6]([CH2:12][C:13]#[N:14])[NH:7]2.C(N(CC)CC)C.[Cl:23][C:24]1[CH:32]=[C:31]([Cl:33])[CH:30]=[CH:29][C:25]=1[C:26](Cl)=[O:27].